From a dataset of Ames mutagenicity test results for genotoxicity prediction. Regression/Classification. Given a drug SMILES string, predict its toxicity properties. Task type varies by dataset: regression for continuous values (e.g., LD50, hERG inhibition percentage) or binary classification for toxic/non-toxic outcomes (e.g., AMES mutagenicity, cardiotoxicity, hepatotoxicity). Dataset: ames. (1) The result is 1 (mutagenic). The drug is C=CCN1C2c3ccccc3-c3ccccc3C21. (2) The drug is O=C(OCC1CO1)C1CCCCC1C(=O)OCC1CO1. The result is 1 (mutagenic). (3) The drug is Clc1c(Cl)c(Cl)c2ccccc2c1Cl. The result is 0 (non-mutagenic). (4) The compound is CN(C)c1ccc(C2CC3(C)C(CCC3(O)CCCO)C3CC=C4CC(=O)CCC4=C23)cc1. The result is 0 (non-mutagenic). (5) The drug is N#Cc1ccccc1C#N. The result is 0 (non-mutagenic).